From a dataset of NCI-60 drug combinations with 297,098 pairs across 59 cell lines. Regression. Given two drug SMILES strings and cell line genomic features, predict the synergy score measuring deviation from expected non-interaction effect. (1) Drug 1: C1=CC(=CC=C1CCCC(=O)O)N(CCCl)CCCl. Drug 2: CN(CC1=CN=C2C(=N1)C(=NC(=N2)N)N)C3=CC=C(C=C3)C(=O)NC(CCC(=O)O)C(=O)O. Cell line: MDA-MB-435. Synergy scores: CSS=2.83, Synergy_ZIP=1.60, Synergy_Bliss=4.24, Synergy_Loewe=-21.3, Synergy_HSA=-4.80. (2) Drug 1: CNC(=O)C1=CC=CC=C1SC2=CC3=C(C=C2)C(=NN3)C=CC4=CC=CC=N4. Drug 2: CC1C(C(CC(O1)OC2CC(CC3=C2C(=C4C(=C3O)C(=O)C5=CC=CC=C5C4=O)O)(C(=O)C)O)N)O. Cell line: UACC-257. Synergy scores: CSS=54.1, Synergy_ZIP=3.91, Synergy_Bliss=6.37, Synergy_Loewe=-23.6, Synergy_HSA=5.92. (3) Drug 1: C1=CN(C(=O)N=C1N)C2C(C(C(O2)CO)O)O.Cl. Drug 2: CC12CCC3C(C1CCC2OP(=O)(O)O)CCC4=C3C=CC(=C4)OC(=O)N(CCCl)CCCl.[Na+]. Cell line: NCI/ADR-RES. Synergy scores: CSS=33.2, Synergy_ZIP=-3.40, Synergy_Bliss=0.0709, Synergy_Loewe=-29.4, Synergy_HSA=-0.955. (4) Drug 1: CCC1(CC2CC(C3=C(CCN(C2)C1)C4=CC=CC=C4N3)(C5=C(C=C6C(=C5)C78CCN9C7C(C=CC9)(C(C(C8N6C=O)(C(=O)OC)O)OC(=O)C)CC)OC)C(=O)OC)O.OS(=O)(=O)O. Drug 2: CCC1(C2=C(COC1=O)C(=O)N3CC4=CC5=C(C=CC(=C5CN(C)C)O)N=C4C3=C2)O.Cl. Cell line: UACC-257. Synergy scores: CSS=10.2, Synergy_ZIP=-6.29, Synergy_Bliss=-2.98, Synergy_Loewe=-6.18, Synergy_HSA=-3.16. (5) Synergy scores: CSS=30.1, Synergy_ZIP=-3.40, Synergy_Bliss=3.69, Synergy_Loewe=2.31, Synergy_HSA=3.16. Drug 1: CC12CCC3C(C1CCC2=O)CC(=C)C4=CC(=O)C=CC34C. Cell line: T-47D. Drug 2: CC1=C(C=C(C=C1)NC(=O)C2=CC=C(C=C2)CN3CCN(CC3)C)NC4=NC=CC(=N4)C5=CN=CC=C5. (6) Drug 1: CC1=C(C(CCC1)(C)C)C=CC(=CC=CC(=CC(=O)O)C)C. Drug 2: CN1C2=C(C=C(C=C2)N(CCCl)CCCl)N=C1CCCC(=O)O.Cl. Cell line: NCI-H322M. Synergy scores: CSS=1.21, Synergy_ZIP=-1.69, Synergy_Bliss=-3.45, Synergy_Loewe=-7.52, Synergy_HSA=-4.64. (7) Drug 1: COC1=NC(=NC2=C1N=CN2C3C(C(C(O3)CO)O)O)N. Drug 2: CC1CCC2CC(C(=CC=CC=CC(CC(C(=O)C(C(C(=CC(C(=O)CC(OC(=O)C3CCCCN3C(=O)C(=O)C1(O2)O)C(C)CC4CCC(C(C4)OC)O)C)C)O)OC)C)C)C)OC. Cell line: OVCAR-4. Synergy scores: CSS=0.747, Synergy_ZIP=0.393, Synergy_Bliss=0.995, Synergy_Loewe=-8.76, Synergy_HSA=-3.18. (8) Drug 1: CC(C1=C(C=CC(=C1Cl)F)Cl)OC2=C(N=CC(=C2)C3=CN(N=C3)C4CCNCC4)N. Drug 2: C1CCC(C(C1)N)N.C(=O)(C(=O)[O-])[O-].[Pt+4]. Cell line: SF-295. Synergy scores: CSS=26.2, Synergy_ZIP=-4.45, Synergy_Bliss=1.77, Synergy_Loewe=1.42, Synergy_HSA=4.98. (9) Drug 1: CNC(=O)C1=NC=CC(=C1)OC2=CC=C(C=C2)NC(=O)NC3=CC(=C(C=C3)Cl)C(F)(F)F. Drug 2: C(CC(=O)O)C(=O)CN.Cl. Cell line: HCT116. Synergy scores: CSS=1.62, Synergy_ZIP=-0.306, Synergy_Bliss=-1.37, Synergy_Loewe=-2.68, Synergy_HSA=-2.72. (10) Drug 1: C1=CC=C(C(=C1)C(C2=CC=C(C=C2)Cl)C(Cl)Cl)Cl. Drug 2: CN(CCCl)CCCl.Cl. Cell line: SK-OV-3. Synergy scores: CSS=6.13, Synergy_ZIP=1.99, Synergy_Bliss=-5.98, Synergy_Loewe=-1.86, Synergy_HSA=-1.30.